From a dataset of Full USPTO retrosynthesis dataset with 1.9M reactions from patents (1976-2016). Predict the reactants needed to synthesize the given product. (1) Given the product [Br:1][C:2]1[N:7]=[C:6]([NH:8][CH2:20][C:21]2([C:24]#[N:25])[CH2:23][CH2:22]2)[CH:5]=[CH:4][CH:3]=1, predict the reactants needed to synthesize it. The reactants are: [Br:1][C:2]1[N:7]=[C:6]([NH2:8])[CH:5]=[CH:4][CH:3]=1.C(=O)([O-])[O-].[K+].[K+].CS(O[CH2:20][C:21]1([C:24]#[N:25])[CH2:23][CH2:22]1)(=O)=O.[H-].[Na+]. (2) Given the product [F:1][C:2]([F:10])([F:11])[C:3]1[CH:4]=[C:5]([CH:6]=[CH:7][CH:8]=1)[O-:9].[K+:17], predict the reactants needed to synthesize it. The reactants are: [F:1][C:2]([F:11])([F:10])[C:3]1[CH:4]=[C:5]([OH:9])[CH:6]=[CH:7][CH:8]=1.CC(C)([O-])C.[K+:17].